This data is from Peptide-MHC class I binding affinity with 185,985 pairs from IEDB/IMGT. The task is: Regression. Given a peptide amino acid sequence and an MHC pseudo amino acid sequence, predict their binding affinity value. This is MHC class I binding data. The peptide sequence is TPVWHVTSA. The MHC is HLA-A26:01 with pseudo-sequence HLA-A26:01. The binding affinity (normalized) is 0.0847.